Dataset: Full USPTO retrosynthesis dataset with 1.9M reactions from patents (1976-2016). Task: Predict the reactants needed to synthesize the given product. (1) The reactants are: [CH:1]1([N:7]([CH2:25][CH:26]2[CH2:28][CH2:27]2)[C:8]2[N:13]=[CH:12][N:11]=[C:10]([C:14]([NH:16][C:17]3[CH:22]=[CH:21][C:20]([CH:23]=O)=[CH:19][CH:18]=3)=[O:15])[CH:9]=2)[CH2:6][CH2:5][CH2:4][CH2:3][CH2:2]1.Cl.[CH3:30][O:31][C:32](=[O:36])[CH2:33][CH2:34][NH2:35]. Given the product [CH:1]1([N:7]([CH2:25][CH:26]2[CH2:27][CH2:28]2)[C:8]2[N:13]=[CH:12][N:11]=[C:10]([C:14]([NH:16][C:17]3[CH:18]=[CH:19][C:20]([CH2:23][NH:35][CH2:34][CH2:33][C:32]([O:31][CH3:30])=[O:36])=[CH:21][CH:22]=3)=[O:15])[CH:9]=2)[CH2:6][CH2:5][CH2:4][CH2:3][CH2:2]1, predict the reactants needed to synthesize it. (2) Given the product [C:9]([O:13][C:14](=[O:27])[N:15]([C:17]1[CH:22]=[C:21]([CH3:23])[C:20]([Br:1])=[C:19]([CH3:24])[C:18]=1[O:25][CH3:26])[CH3:16])([CH3:12])([CH3:11])[CH3:10], predict the reactants needed to synthesize it. The reactants are: [Br:1]N1C(=O)CCC1=O.[C:9]([O:13][C:14](=[O:27])[N:15]([C:17]1[CH:22]=[C:21]([CH3:23])[CH:20]=[C:19]([CH3:24])[C:18]=1[O:25][CH3:26])[CH3:16])([CH3:12])([CH3:11])[CH3:10].